From a dataset of NCI-60 drug combinations with 297,098 pairs across 59 cell lines. Regression. Given two drug SMILES strings and cell line genomic features, predict the synergy score measuring deviation from expected non-interaction effect. (1) Drug 1: CC1=C2C(C(=O)C3(C(CC4C(C3C(C(C2(C)C)(CC1OC(=O)C(C(C5=CC=CC=C5)NC(=O)OC(C)(C)C)O)O)OC(=O)C6=CC=CC=C6)(CO4)OC(=O)C)OC)C)OC. Drug 2: C1=NC2=C(N=C(N=C2N1C3C(C(C(O3)CO)O)F)Cl)N. Cell line: U251. Synergy scores: CSS=50.4, Synergy_ZIP=2.72, Synergy_Bliss=1.63, Synergy_Loewe=-1.48, Synergy_HSA=6.22. (2) Drug 1: CN(C)C1=NC(=NC(=N1)N(C)C)N(C)C. Drug 2: CCC1(CC2CC(C3=C(CCN(C2)C1)C4=CC=CC=C4N3)(C5=C(C=C6C(=C5)C78CCN9C7C(C=CC9)(C(C(C8N6C=O)(C(=O)OC)O)OC(=O)C)CC)OC)C(=O)OC)O.OS(=O)(=O)O. Cell line: RXF 393. Synergy scores: CSS=26.5, Synergy_ZIP=-0.421, Synergy_Bliss=3.76, Synergy_Loewe=-84.8, Synergy_HSA=2.71. (3) Drug 1: C1CC(C1)(C(=O)O)C(=O)O.[NH2-].[NH2-].[Pt+2]. Drug 2: CC1C(C(CC(O1)OC2CC(CC3=C2C(=C4C(=C3O)C(=O)C5=CC=CC=C5C4=O)O)(C(=O)C)O)N)O. Cell line: NCI/ADR-RES. Synergy scores: CSS=25.7, Synergy_ZIP=-8.58, Synergy_Bliss=-3.01, Synergy_Loewe=-2.78, Synergy_HSA=-1.29. (4) Drug 1: CCC1=CC2CC(C3=C(CN(C2)C1)C4=CC=CC=C4N3)(C5=C(C=C6C(=C5)C78CCN9C7C(C=CC9)(C(C(C8N6C)(C(=O)OC)O)OC(=O)C)CC)OC)C(=O)OC.C(C(C(=O)O)O)(C(=O)O)O. Drug 2: CC1C(C(=O)NC(C(=O)N2CCCC2C(=O)N(CC(=O)N(C(C(=O)O1)C(C)C)C)C)C(C)C)NC(=O)C3=C4C(=C(C=C3)C)OC5=C(C(=O)C(=C(C5=N4)C(=O)NC6C(OC(=O)C(N(C(=O)CN(C(=O)C7CCCN7C(=O)C(NC6=O)C(C)C)C)C)C(C)C)C)N)C. Cell line: SK-MEL-28. Synergy scores: CSS=34.2, Synergy_ZIP=5.06, Synergy_Bliss=6.28, Synergy_Loewe=5.59, Synergy_HSA=5.84.